This data is from CYP1A2 inhibition data for predicting drug metabolism from PubChem BioAssay. The task is: Regression/Classification. Given a drug SMILES string, predict its absorption, distribution, metabolism, or excretion properties. Task type varies by dataset: regression for continuous measurements (e.g., permeability, clearance, half-life) or binary classification for categorical outcomes (e.g., BBB penetration, CYP inhibition). Dataset: cyp1a2_veith. (1) The compound is Nc1ccccc1.O=P(O)(O)c1ccccc1. The result is 0 (non-inhibitor). (2) The drug is Cc1ccc(C)n1C(Cc1ccccc1)C(=O)O. The result is 0 (non-inhibitor). (3) The drug is O=c1c(Cc2ccccc2)c(O)nc2n1CCS2. The result is 0 (non-inhibitor).